From a dataset of Peptide-MHC class I binding affinity with 185,985 pairs from IEDB/IMGT. Regression. Given a peptide amino acid sequence and an MHC pseudo amino acid sequence, predict their binding affinity value. This is MHC class I binding data. (1) The peptide sequence is EKDSNHNVL. The MHC is HLA-A02:11 with pseudo-sequence HLA-A02:11. The binding affinity (normalized) is 0.0847. (2) The peptide sequence is AEPDGPTPEL. The binding affinity (normalized) is 0.780. The MHC is HLA-B40:01 with pseudo-sequence HLA-B40:01. (3) The peptide sequence is KVFPYALINK. The MHC is HLA-B15:42 with pseudo-sequence HLA-B15:42. The binding affinity (normalized) is 0.213. (4) The peptide sequence is SLFLPAILGV. The MHC is H-2-Db with pseudo-sequence H-2-Db. The binding affinity (normalized) is 0. (5) The peptide sequence is LSSISLSL. The MHC is H-2-Db with pseudo-sequence H-2-Db. The binding affinity (normalized) is 0. (6) The peptide sequence is ETVSTIDGRI. The MHC is HLA-A02:01 with pseudo-sequence HLA-A02:01. The binding affinity (normalized) is 0. (7) The peptide sequence is NVTTQSIHE. The MHC is HLA-A11:01 with pseudo-sequence HLA-A11:01. The binding affinity (normalized) is 0.